This data is from Forward reaction prediction with 1.9M reactions from USPTO patents (1976-2016). The task is: Predict the product of the given reaction. (1) Given the reactants [CH:1]([C:3]1[CH:12]=[CH:11][C:6]([C:7]([O:9][CH3:10])=[O:8])=[CH:5][C:4]=1[O:13][CH3:14])=[O:2].[CH3:15][Mg]Br.[Cl-].[NH4+], predict the reaction product. The product is: [OH:2][CH:1]([C:3]1[CH:12]=[CH:11][C:6]([C:7]([O:9][CH3:10])=[O:8])=[CH:5][C:4]=1[O:13][CH3:14])[CH3:15]. (2) Given the reactants [CH3:1][C:2]([O:5][C:6]([NH:8][C:9]([N:18]1[CH:22]=CC=N1)=[N:10][C:11]([O:13][C:14]([CH3:17])([CH3:16])[CH3:15])=[O:12])=[O:7])([CH3:4])[CH3:3].C(N(CC)CC)C.[N:30]1([C:36]([O:38][CH2:39][C:40]2[CH:45]=[CH:44][CH:43]=[CH:42][CH:41]=2)=[O:37])[CH2:35]CN[CH2:32][CH2:31]1, predict the reaction product. The product is: [CH3:1][C:2]([O:5][C:6]([NH:8][C:9]([N:18]1[CH2:32][CH2:31][N:30]([C:36]([O:38][CH2:39][C:40]2[CH:41]=[CH:42][CH:43]=[CH:44][CH:45]=2)=[O:37])[CH2:35][CH2:22]1)=[N:10][C:11]([O:13][C:14]([CH3:16])([CH3:17])[CH3:15])=[O:12])=[O:7])([CH3:3])[CH3:4]. (3) Given the reactants [CH3:1][NH2:2].[CH:3]([C:5]1[CH:6]=[C:7]([CH:12]=[CH:13][CH:14]=1)[C:8](OC)=[O:9])=[O:4].C[Al](C)C.C1(C)C=CC=CC=1, predict the reaction product. The product is: [CH:3]([C:5]1[CH:6]=[C:7]([CH:12]=[CH:13][CH:14]=1)[C:8]([NH:2][CH3:1])=[O:9])=[O:4]. (4) Given the reactants [Cl:1][C:2]1[CH:7]=[CH:6][C:5]([CH:8]([C:10]2[CH:15]=[CH:14][C:13]([CH2:16][N:17]3[CH2:22][CH2:21][N:20](C(OC(C)(C)C)=O)[CH2:19][CH2:18]3)=[CH:12][CH:11]=2)O)=[CH:4][CH:3]=1.[CH3:30][O:31][C:32]1[CH:33]=[C:34]2[C:39](=[CH:40][CH:41]=1)[N:38]=[CH:37][CH:36]=[C:35]2[NH2:42].ClC1C=C2C(C(N)=CCN2C(C2C=CC(Cl)=CC=2)C2C=CC(CN3CCOCC3)=CC=2)=CC=1, predict the reaction product. The product is: [Cl:1][C:2]1[CH:7]=[CH:6][C:5]([CH:8]([C:10]2[CH:11]=[CH:12][C:13]([CH2:16][N:17]3[CH2:18][CH2:19][NH:20][CH2:21][CH2:22]3)=[CH:14][CH:15]=2)[N:38]2[C:39]3[C:34](=[CH:33][C:32]([O:31][CH3:30])=[CH:41][CH:40]=3)[C:35]([NH2:42])=[CH:36][CH2:37]2)=[CH:4][CH:3]=1.